From a dataset of Forward reaction prediction with 1.9M reactions from USPTO patents (1976-2016). Predict the product of the given reaction. (1) Given the reactants [CH3:1][C:2]1[C:7]([NH2:8])=[CH:6][CH:5]=[C:4]([N:9]2[CH2:13][CH2:12][C@H:11]([N:14]3[CH2:18][CH2:17][CH2:16][C@@H:15]3[CH3:19])[CH2:10]2)[N:3]=1.[F:20][C:21]1[CH:22]=[C:23]([S:28](Cl)(=[O:30])=[O:29])[CH:24]=[CH:25][C:26]=1[F:27], predict the reaction product. The product is: [F:20][C:21]1[CH:22]=[C:23]([S:28]([NH:8][C:7]2[C:2]([CH3:1])=[N:3][C:4]([N:9]3[CH2:13][CH2:12][C@H:11]([N:14]4[CH2:18][CH2:17][CH2:16][C@@H:15]4[CH3:19])[CH2:10]3)=[CH:5][CH:6]=2)(=[O:29])=[O:30])[CH:24]=[CH:25][C:26]=1[F:27]. (2) Given the reactants Cl.Cl.[N:3]1([CH:7]2[CH2:10][NH:9][CH2:8]2)[CH2:6][CH2:5][CH2:4]1.C(N(CC)CC)C.C1([O:24][C:25](=O)[N:26]([C:36]2[CH:41]=[C:40]([O:42][C:43]3[CH:48]=[CH:47][C:46]([NH:49][C:50]([C:52]4([C:55](=[O:64])[NH:56][C:57]5[CH:62]=[CH:61][C:60]([F:63])=[CH:59][CH:58]=5)[CH2:54][CH2:53]4)=[O:51])=[C:45]([F:65])[CH:44]=3)[CH:39]=[CH:38][N:37]=2)C(OC2C=CC=CC=2)=O)C=CC=CC=1, predict the reaction product. The product is: [N:3]1([CH:7]2[CH2:10][N:9]([C:25]([NH:26][C:36]3[CH:41]=[C:40]([O:42][C:43]4[CH:48]=[CH:47][C:46]([NH:49][C:50]([C:52]5([C:55]([NH:56][C:57]6[CH:58]=[CH:59][C:60]([F:63])=[CH:61][CH:62]=6)=[O:64])[CH2:54][CH2:53]5)=[O:51])=[C:45]([F:65])[CH:44]=4)[CH:39]=[CH:38][N:37]=3)=[O:24])[CH2:8]2)[CH2:6][CH2:5][CH2:4]1.